Task: Regression. Given two drug SMILES strings and cell line genomic features, predict the synergy score measuring deviation from expected non-interaction effect.. Dataset: NCI-60 drug combinations with 297,098 pairs across 59 cell lines Drug 1: C(=O)(N)NO. Drug 2: CS(=O)(=O)OCCCCOS(=O)(=O)C. Cell line: UACC-257. Synergy scores: CSS=3.58, Synergy_ZIP=-0.477, Synergy_Bliss=1.24, Synergy_Loewe=1.80, Synergy_HSA=1.01.